Dataset: Full USPTO retrosynthesis dataset with 1.9M reactions from patents (1976-2016). Task: Predict the reactants needed to synthesize the given product. (1) Given the product [C:20]([O:24][C:25](=[O:35])[NH:26][CH2:27][CH2:28][CH:29]1[CH2:30][CH2:31][N:32]([C:11](=[O:13])[C:10]2[CH:14]=[C:15]([OH:17])[CH:16]=[C:8]([O:7][C:6]3[CH:5]=[CH:4][C:3]([C:1]#[N:2])=[CH:19][CH:18]=3)[CH:9]=2)[CH2:33][CH2:34]1)([CH3:23])([CH3:21])[CH3:22], predict the reactants needed to synthesize it. The reactants are: [C:1]([C:3]1[CH:19]=[CH:18][C:6]([O:7][C:8]2[CH:9]=[C:10]([CH:14]=[C:15]([OH:17])[CH:16]=2)[C:11]([OH:13])=O)=[CH:5][CH:4]=1)#[N:2].[C:20]([O:24][C:25](=[O:35])[NH:26][CH2:27][CH2:28][CH:29]1[CH2:34][CH2:33][NH:32][CH2:31][CH2:30]1)([CH3:23])([CH3:22])[CH3:21]. (2) Given the product [CH:1]1([CH2:4][N:5]([C:12]2[CH:17]=[CH:16][C:15]([C:18]#[N:19])=[C:14]([C:20]#[N:21])[CH:13]=2)[CH:6]([CH2:10][CH3:11])[C:7]([NH:24][CH2:22][CH3:23])=[O:9])[CH2:2][CH2:3]1, predict the reactants needed to synthesize it. The reactants are: [CH:1]1([CH2:4][N:5]([C:12]2[CH:17]=[CH:16][C:15]([C:18]#[N:19])=[C:14]([C:20]#[N:21])[CH:13]=2)[CH:6]([CH2:10][CH3:11])[C:7]([OH:9])=O)[CH2:3][CH2:2]1.[CH2:22]([NH2:24])[CH3:23]. (3) Given the product [CH:17]1([C:3]2[C:2]([NH:26][CH2:25][C:24]([CH3:28])([CH3:27])[CH2:23][N:22]([CH3:29])[CH3:21])=[N:7][N:6]3[C:8]([C:11]4[CH:16]=[CH:15][CH:14]=[CH:13][CH:12]=4)=[N:9][N:10]=[C:5]3[CH:4]=2)[CH2:20][CH2:19][CH2:18]1, predict the reactants needed to synthesize it. The reactants are: Cl[C:2]1[C:3]([CH:17]2[CH2:20][CH2:19][CH2:18]2)=[CH:4][C:5]2[N:6]([C:8]([C:11]3[CH:16]=[CH:15][CH:14]=[CH:13][CH:12]=3)=[N:9][N:10]=2)[N:7]=1.[CH3:21][N:22]([CH3:29])[CH2:23][C:24]([CH3:28])([CH3:27])[CH2:25][NH2:26]. (4) Given the product [ClH:26].[CH:20]1([C:19]2[C:14]([N:11]3[CH2:10][CH2:9][NH:8][CH2:13][CH2:12]3)=[N:15][CH:16]=[C:17]([CH:23]3[CH2:25][CH2:24]3)[CH:18]=2)[CH2:21][CH2:22]1, predict the reactants needed to synthesize it. The reactants are: C(OC([N:8]1[CH2:13][CH2:12][N:11]([C:14]2[C:19]([CH:20]3[CH2:22][CH2:21]3)=[CH:18][C:17]([CH:23]3[CH2:25][CH2:24]3)=[CH:16][N:15]=2)[CH2:10][CH2:9]1)=O)(C)(C)C.[ClH:26].C(OCC)(=O)C.[OH-].[Na+]. (5) Given the product [CH2:1]([CH:3]([O:6][C:7]1[CH:12]=[C:11]([CH3:13])[N:10]=[C:9]2[N:14]([C:15]3[C:20]([CH3:21])=[CH:19][C:18]([CH3:22])=[CH:17][C:16]=3[CH3:23])[CH:25]=[N:24][C:8]=12)[CH2:4][CH3:5])[CH3:2], predict the reactants needed to synthesize it. The reactants are: [CH2:1]([CH:3]([O:6][C:7]1[CH:12]=[C:11]([CH3:13])[N:10]=[C:9]([NH:14][C:15]2[C:20]([CH3:21])=[CH:19][C:18]([CH3:22])=[CH:17][C:16]=2[CH3:23])[C:8]=1[NH2:24])[CH2:4][CH3:5])[CH3:2].[CH:25](OC)(OC)OC.O.C1(C)C=CC(S(O)(=O)=O)=CC=1. (6) The reactants are: [H-].[H-].[H-].[H-].[Li+].[Al+3].[CH2:7]([C:9]1[CH:14]=[CH:13][C:12]([C:15]2[CH:19]=[C:18]([F:20])[S:17][C:16]=2[CH2:21][O:22][C:23]2[CH:28]=[CH:27][C:26]([CH2:29][CH2:30][C:31](OCC)=[O:32])=[C:25]([F:36])[C:24]=2[F:37])=[CH:11][CH:10]=1)[CH3:8]. Given the product [CH2:7]([C:9]1[CH:10]=[CH:11][C:12]([C:15]2[CH:19]=[C:18]([F:20])[S:17][C:16]=2[CH2:21][O:22][C:23]2[CH:28]=[CH:27][C:26]([CH2:29][CH2:30][CH2:31][OH:32])=[C:25]([F:36])[C:24]=2[F:37])=[CH:13][CH:14]=1)[CH3:8], predict the reactants needed to synthesize it. (7) Given the product [C:10]([CH2:12][C:13]1[NH:15][N:16]=[C:4]([CH3:5])[N:9]=1)#[N:11], predict the reactants needed to synthesize it. The reactants are: [OH-].[Na+].Cl.[C:4](=[NH:9])(OCC)[CH3:5].[C:10]([CH2:12][C:13]([NH:15][NH2:16])=O)#[N:11]. (8) The reactants are: [Cl:1][C:2]1[C:14]([Cl:15])=[CH:13][C:12]([Cl:16])=[CH:11][C:3]=1[C:4]([NH:6][CH2:7][CH:8]=[N:9][OH:10])=[O:5].CN(C1C=CC(N=NC2C=CC(S(O)(=O)=O)=CC=2)=CC=1)C.[CH3:38][OH:39].Cl.C([BH3-])#N.[Na+]. Given the product [Cl:1][C:2]1[C:14]([Cl:15])=[CH:13][C:12]([Cl:16])=[CH:11][C:3]=1[C:4]([NH:6][CH2:7][CH2:8][N:9]([CH:38]=[O:39])[OH:10])=[O:5], predict the reactants needed to synthesize it.